From a dataset of Reaction yield outcomes from USPTO patents with 853,638 reactions. Predict the reaction yield, written as a fraction of the theoretical maximum amount of product (1.0 means a 100% yield; for example, 0.34 means a 34% yield). (1) The reactants are C([N:8]1[CH2:13][CH2:12][N:11]2[C:14]([CH2:17][NH:18][C:19](=[O:25])[O:20][C:21]([CH3:24])([CH3:23])[CH3:22])=[N:15][CH:16]=[C:10]2[CH2:9]1)C1C=CC=CC=1.CC(OC(OC(OC(C)(C)C)=O)=O)(C)C. The catalyst is [OH-].[OH-].[Pd+2].CO. The product is [CH:16]1[N:15]=[C:14]([CH2:17][NH:18][C:19](=[O:25])[O:20][C:21]([CH3:23])([CH3:22])[CH3:24])[N:11]2[CH2:12][CH2:13][NH:8][CH2:9][C:10]=12. The yield is 1.09. (2) The reactants are ClC(Cl)(Cl)C([N:5]1[CH2:10][CH2:9][N:8]([C:11]2[CH:16]=[C:15]([S:17]([N:20]3[C:28]4[C:23](=[CH:24][CH:25]=[C:26]([F:29])[CH:27]=4)[CH:22]=[CH:21]3)(=[O:19])=[O:18])[CH:14]=[CH:13][C:12]=2[O:30][CH2:31][C:32]([F:37])([F:36])[CH:33]([F:35])[F:34])[CH2:7][CH2:6]1)=O.[OH-].[K+]. The catalyst is C1COCC1. The product is [F:29][C:26]1[CH:27]=[C:28]2[C:23]([CH:22]=[CH:21][N:20]2[S:17]([C:15]2[CH:14]=[CH:13][C:12]([O:30][CH2:31][C:32]([F:36])([F:37])[CH:33]([F:34])[F:35])=[C:11]([N:8]3[CH2:7][CH2:6][NH:5][CH2:10][CH2:9]3)[CH:16]=2)(=[O:18])=[O:19])=[CH:24][CH:25]=1. The yield is 0.915. (3) The reactants are Br[C:2]1[CH:3]=[C:4]([CH:7]=[CH:8][C:9]=1[CH3:10])[C:5]#[N:6].C1C=CC(P(C2C=CC=CC=2)C2C=CC=CC=2)=CC=1.C1COCC1.[Si:35]([C:39]#[CH:40])([CH3:38])([CH3:37])[CH3:36]. The catalyst is Cl[Pd](Cl)([P](C1C=CC=CC=1)(C1C=CC=CC=1)C1C=CC=CC=1)[P](C1C=CC=CC=1)(C1C=CC=CC=1)C1C=CC=CC=1.[Cu]I.CCN(CC)CC. The product is [CH3:10][C:9]1[CH:8]=[CH:7][C:4]([C:5]#[N:6])=[CH:3][C:2]=1[C:40]#[C:39][Si:35]([CH3:38])([CH3:37])[CH3:36]. The yield is 0.720. (4) The reactants are C[O:2][C:3]([C:5]1[S:9][C:8]([N:10]2[CH2:15][CH2:14][N:13]([S:16]([C:19]3[CH:24]=[CH:23][C:22]([C:25](=[O:27])[CH3:26])=[CH:21][CH:20]=3)(=[O:18])=[O:17])[CH2:12][CH2:11]2)=[N:7][CH:6]=1)=O.Cl.[NH2:29][OH:30].C[O-].[Na+].CO.Cl. The catalyst is O1CCOCC1. The product is [OH:30][NH:29][C:3]([C:5]1[S:9][C:8]([N:10]2[CH2:15][CH2:14][N:13]([S:16]([C:19]3[CH:20]=[CH:21][C:22]([C:25](=[O:27])[CH3:26])=[CH:23][CH:24]=3)(=[O:18])=[O:17])[CH2:12][CH2:11]2)=[N:7][CH:6]=1)=[O:2]. The yield is 0.120. (5) The reactants are Br[C:2]1[CH:7]=[CH:6][C:5]([CH:8]([CH3:17])[CH2:9][NH:10][S:11]([CH:14]([CH3:16])[CH3:15])(=[O:13])=[O:12])=[CH:4][CH:3]=1.C([Sn](CCCC)(CCCC)[C:23]1[O:24][CH:25]=[CH:26][CH:27]=1)CCC. The catalyst is O1CCOCC1.C(OCC)C.C1C=CC([P]([Pd]([P](C2C=CC=CC=2)(C2C=CC=CC=2)C2C=CC=CC=2)([P](C2C=CC=CC=2)(C2C=CC=CC=2)C2C=CC=CC=2)[P](C2C=CC=CC=2)(C2C=CC=CC=2)C2C=CC=CC=2)(C2C=CC=CC=2)C2C=CC=CC=2)=CC=1. The product is [O:24]1[CH:25]=[CH:26][CH:27]=[C:23]1[C:2]1[CH:7]=[CH:6][C:5]([CH:8]([CH3:17])[CH2:9][NH:10][S:11]([CH:14]([CH3:16])[CH3:15])(=[O:13])=[O:12])=[CH:4][CH:3]=1. The yield is 0.510.